Dataset: Catalyst prediction with 721,799 reactions and 888 catalyst types from USPTO. Task: Predict which catalyst facilitates the given reaction. (1) Reactant: P(Cl)(Cl)(Cl)=O.[Br:6][C:7]1[CH:12]=[CH:11][C:10]([N:13]2[C:17]([CH3:18])=[CH:16][C:15]([CH3:19])=[N:14]2)=[CH:9][CH:8]=1.CN([CH:23]=[O:24])C. Product: [Br:6][C:7]1[CH:8]=[CH:9][C:10]([N:13]2[C:17]([CH3:18])=[C:16]([CH:23]=[O:24])[C:15]([CH3:19])=[N:14]2)=[CH:11][CH:12]=1. The catalyst class is: 13. (2) Reactant: [OH:1][C:2]1([C:29]2[S:33][C:32](S(C)(=O)=O)=[N:31][CH:30]=2)[CH2:7][CH2:6][CH:5]([N:8]2[CH2:11][CH:10]([NH:12][C:13]([CH2:15][NH:16][C:17](=[O:28])[C:18]3[CH:23]=[CH:22][CH:21]=[C:20]([C:24]([F:27])([F:26])[F:25])[CH:19]=3)=[O:14])[CH2:9]2)[CH2:4][CH2:3]1.[CH3:38][NH:39][CH3:40]. Product: [CH3:38][N:39]([CH3:40])[C:32]1[S:33][C:29]([C:2]2([OH:1])[CH2:3][CH2:4][CH:5]([N:8]3[CH2:9][CH:10]([NH:12][C:13]([CH2:15][NH:16][C:17](=[O:28])[C:18]4[CH:23]=[CH:22][CH:21]=[C:20]([C:24]([F:26])([F:27])[F:25])[CH:19]=4)=[O:14])[CH2:11]3)[CH2:6][CH2:7]2)=[CH:30][N:31]=1. The catalyst class is: 3. (3) Reactant: [Si]([O:8][CH2:9][C:10]1[CH:11]=[C:12]([CH:16]=[O:17])[S:13][C:14]=1[CH3:15])(C(C)(C)C)(C)C. Product: [OH:8][CH2:9][C:10]1[CH:11]=[C:12]([CH:16]=[O:17])[S:13][C:14]=1[CH3:15]. The catalyst class is: 1. (4) The catalyst class is: 25. Product: [CH2:33]([O:32][C:30](=[O:31])[CH2:41][CH:35]1[CH2:40][CH2:39][CH2:38][CH:37]([N:20]=[N+:21]=[N-:22])[CH2:36]1)[C:34]1[CH:5]=[CH:6][CH:1]=[CH:2][CH:3]=1. Reactant: [CH:1]1[CH:6]=[CH:5]C(P([C:1]2[CH:6]=[CH:5]C=[CH:3][CH:2]=2)[C:1]2[CH:6]=[CH:5]C=[CH:3][CH:2]=2)=[CH:3][CH:2]=1.[NH:20]=[N+:21]=[N-:22].[CH3:34][CH2:33][O:32][C:30](/N=N/[C:30]([O:32][CH2:33][CH3:34])=[O:31])=[O:31].[C:35]1([CH3:41])[CH:40]=[CH:39][CH:38]=[CH:37][CH:36]=1. (5) Reactant: [CH:1]1([C:7]2[CH:20]=[CH:19][C:10]([O:11][CH2:12][C@H:13]3[O:17][C:16]([NH2:18])=[N:15][CH2:14]3)=[CH:9][CH:8]=2)[CH2:6][CH2:5][CH2:4][CH2:3][CH2:2]1.C([O:23][C:24](=O)[C:25]#[C:26][CH2:27][F:28])C. Product: [CH:1]1([C:7]2[CH:20]=[CH:19][C:10]([O:11][CH2:12][C@H:13]3[O:17][C:16]4=[N:18][C:24](=[O:23])[CH:25]=[C:26]([CH2:27][F:28])[N:15]4[CH2:14]3)=[CH:9][CH:8]=2)[CH2:2][CH2:3][CH2:4][CH2:5][CH2:6]1. The catalyst class is: 8. (6) Reactant: C1CCN2C(=NCCC2)CC1.[NH2:12][C:13]1[N:21]=[C:20]2[C:16]([NH:17][CH:18]=[N:19]2)=[C:15]([Cl:22])[N:14]=1.[CH:23]([O:26][C:27]([O:36][CH:37]([CH3:39])[CH3:38])([P:32]([OH:35])([OH:34])=[O:33])[O:28][CH2:29][CH2:30]Cl)([CH3:25])[CH3:24]. Product: [NH2:12][C:13]1[N:21]=[C:20]2[C:16]([N:17]=[CH:18][N:19]2[CH2:30][CH2:29][O:28][C:27]([O:26][CH:23]([CH3:24])[CH3:25])([O:36][CH:37]([CH3:38])[CH3:39])[P:32]([OH:35])([OH:34])=[O:33])=[C:15]([Cl:22])[N:14]=1. The catalyst class is: 3. (7) Product: [Br:20][C:18]1[CH:19]=[C:14]([NH:1][C:2]2[CH:3]=[CH:4][C:5]([N:8]3[CH2:9][CH:10]([OH:12])[CH2:11]3)=[CH:6][N:7]=2)[C:15](=[O:22])[N:16]([CH3:21])[CH:17]=1. The catalyst class is: 102. Reactant: [NH2:1][C:2]1[N:7]=[CH:6][C:5]([N:8]2[CH2:11][CH:10]([OH:12])[CH2:9]2)=[CH:4][CH:3]=1.Br[C:14]1[C:15](=[O:22])[N:16]([CH3:21])[CH:17]=[C:18]([Br:20])[CH:19]=1.CC1(C)C2C(=C(P(C3C=CC=CC=3)C3C=CC=CC=3)C=CC=2)OC2C(P(C3C=CC=CC=3)C3C=CC=CC=3)=CC=CC1=2.C([O-])([O-])=O.[Cs+].[Cs+]. (8) Reactant: Cl[C:2]1[N:7]=[C:6]([NH:8][C:9](=[O:11])[CH3:10])[CH:5]=[N:4][CH:3]=1.[C:12]([O:16][C:17]([N:19]1[CH2:24][CH2:23][NH:22][CH2:21][CH2:20]1)=[O:18])([CH3:15])([CH3:14])[CH3:13]. Product: [C:12]([O:16][C:17]([N:19]1[CH2:24][CH2:23][N:22]([C:2]2[CH:3]=[N:4][CH:5]=[C:6]([NH:8][C:9](=[O:11])[CH3:10])[N:7]=2)[CH2:21][CH2:20]1)=[O:18])([CH3:15])([CH3:13])[CH3:14]. The catalyst class is: 162.